This data is from Catalyst prediction with 721,799 reactions and 888 catalyst types from USPTO. The task is: Predict which catalyst facilitates the given reaction. (1) Reactant: [Cl:1][C:2]1[C:3]([CH3:21])=[C:4]2[N:10]=[C:9]([C:11]3[CH:16]=[CH:15][C:14](F)=[C:13]([N+:18]([O-])=O)[CH:12]=3)[NH:8][C:5]2=[N:6][CH:7]=1.[CH3:22][N:23]1[CH2:28][CH2:27][NH:26][CH2:25][CH2:24]1. Product: [Cl:1][C:2]1[C:3]([CH3:21])=[C:4]2[N:10]=[C:9]([C:11]3[CH:16]=[CH:15][C:14]([N:26]4[CH2:27][CH2:28][N:23]([CH3:22])[CH2:24][CH2:25]4)=[C:13]([NH2:18])[CH:12]=3)[NH:8][C:5]2=[N:6][CH:7]=1. The catalyst class is: 25. (2) Reactant: [CH3:1][O:2][C:3]1[CH:55]=[C:54]([O:56][CH3:57])[CH:53]=[C:52]([O:58][CH3:59])[C:4]=1[CH:5]=[CH:6][CH:7]([S:21]([CH:24]([CH:38]=[CH:39][C:40]1[C:45]([O:46][CH3:47])=[CH:44][C:43]([O:48][CH3:49])=[CH:42][C:41]=1[O:50][CH3:51])[C:25]1[CH:30]=[CH:29][C:28]([O:31][CH3:32])=[C:27]([NH:33][C:34](=[O:37])[CH2:35]Cl)[CH:26]=1)(=[O:23])=[O:22])[C:8]1[CH:13]=[CH:12][C:11]([O:14][CH3:15])=[C:10]([NH:16][C:17](=[O:20])[CH2:18]Cl)[CH:9]=1.[CH3:60][N:61]1[CH2:66][CH2:65][NH:64][CH2:63][CH2:62]1.C(=O)([O-])[O-].[K+].[K+].O. Product: [CH3:1][O:2][C:3]1[CH:55]=[C:54]([O:56][CH3:57])[CH:53]=[C:52]([O:58][CH3:59])[C:4]=1/[CH:5]=[CH:6]/[CH:7]([S:21]([CH:24](/[CH:38]=[CH:39]/[C:40]1[C:45]([O:46][CH3:47])=[CH:44][C:43]([O:48][CH3:49])=[CH:42][C:41]=1[O:50][CH3:51])[C:25]1[CH:30]=[CH:29][C:28]([O:31][CH3:32])=[C:27]([NH:33][C:34](=[O:37])[CH2:35][N:64]2[CH2:65][CH2:66][N:61]([CH3:60])[CH2:62][CH2:63]2)[CH:26]=1)(=[O:23])=[O:22])[C:8]1[CH:13]=[CH:12][C:11]([O:14][CH3:15])=[C:10]([NH:16][C:17](=[O:20])[CH2:18][N:64]2[CH2:65][CH2:66][N:61]([CH3:60])[CH2:62][CH2:63]2)[CH:9]=1. The catalyst class is: 9.